Dataset: Full USPTO retrosynthesis dataset with 1.9M reactions from patents (1976-2016). Task: Predict the reactants needed to synthesize the given product. Given the product [C:2]([C@@H:3]([NH:5][C:6](=[O:12])[O:7][C:8]([CH3:11])([CH3:10])[CH3:9])[CH3:4])#[N:1], predict the reactants needed to synthesize it. The reactants are: [NH2:1][C:2](=O)[C@@H:3]([NH:5][C:6](=[O:12])[O:7][C:8]([CH3:11])([CH3:10])[CH3:9])[CH3:4].N1C(Cl)=NC(Cl)=NC=1Cl.O.